Dataset: hERG Central: cardiac toxicity at 1µM, 10µM, and general inhibition. Task: Predict hERG channel inhibition at various concentrations. (1) The molecule is COc1cc(NC(=O)c2cccc3c2C(=O)N(Cc2cccnc2)C3)cc(OC)c1OC. Results: hERG_inhib (hERG inhibition (general)): blocker. (2) The compound is Cc1cc(C)nc(SCc2ccc(C(=O)N/N=C/c3ccncc3)cc2)n1. Results: hERG_inhib (hERG inhibition (general)): blocker. (3) Results: hERG_inhib (hERG inhibition (general)): blocker. The molecule is COc1ccc(CN2CCN(C(C)C(=O)NC(C)c3ccc(F)cc3)CC2)cc1F.